This data is from Full USPTO retrosynthesis dataset with 1.9M reactions from patents (1976-2016). The task is: Predict the reactants needed to synthesize the given product. (1) Given the product [F:1][C:2]([F:40])([F:41])[C:3]1[CH:4]=[C:5]([C@H:13]([O:15][C@H:16]2[CH2:21][CH2:20][N:19]([C:22]([N:45]3[CH2:46][CH2:47][N:42]([N:48]4[CH2:53][CH2:52][CH2:51][CH2:50][C:49]4=[O:54])[CH2:43][CH2:44]3)=[O:23])[CH2:18][C@H:17]2[C:34]2[CH:35]=[CH:36][CH:37]=[CH:38][CH:39]=2)[CH3:14])[CH:6]=[C:7]([C:9]([F:12])([F:10])[F:11])[CH:8]=1, predict the reactants needed to synthesize it. The reactants are: [F:1][C:2]([F:41])([F:40])[C:3]1[CH:4]=[C:5]([C@H:13]([O:15][C@H:16]2[CH2:21][CH2:20][N:19]([C:22](OC3C=CC([N+]([O-])=O)=CC=3)=[O:23])[CH2:18][C@H:17]2[C:34]2[CH:39]=[CH:38][CH:37]=[CH:36][CH:35]=2)[CH3:14])[CH:6]=[C:7]([C:9]([F:12])([F:11])[F:10])[CH:8]=1.[N:42]1([N:48]2[CH2:53][CH2:52][CH2:51][CH2:50][C:49]2=[O:54])[CH2:47][CH2:46][NH:45][CH2:44][CH2:43]1. (2) Given the product [N:9]1[S:10][CH:11]=[C:12]2[C:17]([CH:18]3[CH2:4][CH:19]3[C:20]([O:22][CH2:23][CH3:24])=[O:21])=[CH:16][CH:15]=[CH:14][C:13]=12, predict the reactants needed to synthesize it. The reactants are: [H-].[Na+].[I-].[CH3:4][S+](C)(C)=O.[N:9]1[S:10][CH:11]=[C:12]2[C:17](/[CH:18]=[CH:19]/[C:20]([O:22][CH2:23][CH3:24])=[O:21])=[CH:16][CH:15]=[CH:14][C:13]=12.O. (3) Given the product [O:28]1[CH2:29][CH2:30][N:25]([C:4]2[CH:3]=[C:2]([C:31]3[CH:36]=[CH:35][CH:34]=[CH:33][CH:32]=3)[CH:24]=[CH:23][C:5]=2[CH2:6][N:7]2[CH2:12][CH2:11][N:10]([C:13]([O:15][N:16]3[C:20](=[O:21])[CH2:19][CH2:18][C:17]3=[O:22])=[O:14])[CH2:9][CH2:8]2)[CH2:26][CH2:27]1, predict the reactants needed to synthesize it. The reactants are: Br[C:2]1[CH:24]=[CH:23][C:5]([CH2:6][N:7]2[CH2:12][CH2:11][N:10]([C:13]([O:15][N:16]3[C:20](=[O:21])[CH2:19][CH2:18][C:17]3=[O:22])=[O:14])[CH2:9][CH2:8]2)=[C:4]([N:25]2[CH2:30][CH2:29][O:28][CH2:27][CH2:26]2)[CH:3]=1.[C:31]1(B(O)O)[CH:36]=[CH:35][CH:34]=[CH:33][CH:32]=1.C([O-])([O-])=O.[K+].[K+].C1COCC1. (4) Given the product [N:1]([CH2:4][C@@H:5]1[C@H:9]([F:27])[CH2:8][N:7]([C:11]([O:13][CH2:14][C:15]2[CH:20]=[CH:19][CH:18]=[CH:17][CH:16]=2)=[O:12])[CH2:6]1)=[N+:2]=[N-:3], predict the reactants needed to synthesize it. The reactants are: [N:1]([CH2:4][C@@H:5]1[C@@H:9](O)[CH2:8][N:7]([C:11]([O:13][CH2:14][C:15]2[CH:20]=[CH:19][CH:18]=[CH:17][CH:16]=2)=[O:12])[CH2:6]1)=[N+:2]=[N-:3].C(N(S(F)(F)[F:27])CC)C.C(=O)([O-])O.[Na+]. (5) Given the product [C:1]([O:5][C:6](=[O:30])[N:7]([C:19]1[CH:24]=[CH:23][C:22]([NH2:25])=[C:21]([CH2:28][NH:29][CH:31]2[CH2:36][CH2:35][CH2:34][CH2:33][CH2:32]2)[N:20]=1)[CH2:8][C:9]1[CH:14]=[CH:13][C:12]([O:15][CH3:16])=[CH:11][C:10]=1[O:17][CH3:18])([CH3:4])([CH3:3])[CH3:2], predict the reactants needed to synthesize it. The reactants are: [C:1]([O:5][C:6](=[O:30])[N:7]([C:19]1[CH:24]=[CH:23][C:22]([N+:25]([O-])=O)=[C:21]([C:28]#[N:29])[N:20]=1)[CH2:8][C:9]1[CH:14]=[CH:13][C:12]([O:15][CH3:16])=[CH:11][C:10]=1[O:17][CH3:18])([CH3:4])([CH3:3])[CH3:2].[C:31]1(=O)[CH2:36][CH2:35][CH2:34][CH2:33][CH2:32]1.C(O[BH-](OC(=O)C)OC(=O)C)(=O)C.[Na+]. (6) Given the product [F:27][C:24]([F:28])([CH2:25][OH:26])[CH2:23][N:10]1[C@H:11]([CH3:22])[CH2:12][C:13]2[C:21]3[C:16](=[CH:17][CH:18]=[CH:19][CH:20]=3)[NH:15][C:14]=2[C@H:9]1[C:5]1[C:4]([F:29])=[CH:3][C:2]([NH:78][CH:79]2[CH2:80][N:81]([C:83]([O:85][C:86]([CH3:89])([CH3:88])[CH3:87])=[O:84])[CH2:82]2)=[CH:7][C:6]=1[F:8], predict the reactants needed to synthesize it. The reactants are: Br[C:2]1[CH:7]=[C:6]([F:8])[C:5]([C@@H:9]2[C:14]3[NH:15][C:16]4[C:21]([C:13]=3[CH2:12][C@@H:11]([CH3:22])[N:10]2[CH2:23][C:24]([F:28])([F:27])[CH2:25][OH:26])=[CH:20][CH:19]=[CH:18][CH:17]=4)=[C:4]([F:29])[CH:3]=1.CC1(C)C2C(=C(P(C3C=CC=CC=3)C3C=CC=CC=3)C=CC=2)OC2C(P(C3C=CC=CC=3)C3C=CC=CC=3)=CC=CC1=2.C([O-])([O-])=O.[Cs+].[Cs+].[NH2:78][CH:79]1[CH2:82][N:81]([C:83]([O:85][C:86]([CH3:89])([CH3:88])[CH3:87])=[O:84])[CH2:80]1. (7) Given the product [N:15]1[CH:16]=[CH:17][CH:18]=[C:13]([C:4]2[C:3](=[O:19])[C:12]3[C:7](=[CH:8][CH:9]=[CH:10][CH:11]=3)[NH:6][CH:5]=2)[CH:14]=1, predict the reactants needed to synthesize it. The reactants are: Cl.Cl[C:3]1[C:12]2[C:7](=[CH:8][CH:9]=[CH:10][CH:11]=2)[N:6]=[CH:5][C:4]=1[C:13]1[CH:14]=[N:15][CH:16]=[CH:17][CH:18]=1.[OH-:19].[Na+].